Dataset: Forward reaction prediction with 1.9M reactions from USPTO patents (1976-2016). Task: Predict the product of the given reaction. (1) Given the reactants [CH2:1]([P:3]([O:7][C:8]1[CH:13]=[CH:12][C:11]([P:14]([O:25][CH2:26][CH3:27])([CH2:16][P:17]([O:22][CH2:23][CH3:24])([O:19][CH2:20][CH3:21])=[O:18])=[O:15])=[CH:10][C:9]=1[C:28]([CH3:41])([CH3:40])[CH2:29][C:30]([O:32]CC1C=CC=CC=1)=[O:31])([CH2:5][CH3:6])=[O:4])[CH3:2], predict the reaction product. The product is: [CH2:5]([P:3]([O:7][C:8]1[CH:13]=[CH:12][C:11]([P:14]([O:25][CH2:26][CH3:27])([CH2:16][P:17]([O:22][CH2:23][CH3:24])([O:19][CH2:20][CH3:21])=[O:18])=[O:15])=[CH:10][C:9]=1[C:28]([CH3:41])([CH3:40])[CH2:29][C:30]([OH:32])=[O:31])([CH2:1][CH3:2])=[O:4])[CH3:6]. (2) Given the reactants Cl[C:2]1[CH:3]=[CH:4][C:5]2[C:14]3[C:9](=[CH:10][N:11]=[CH:12][CH:13]=3)[C:8](=[O:15])[N:7]([CH3:16])[C:6]=2[CH:17]=1.C(=O)([O-])[O-].[Cs+].[Cs+].[C:24]([NH:31][C@H:32]([CH2:37][OH:38])[CH2:33][CH:34]([CH3:36])[CH3:35])([O:26][C:27]([CH3:30])([CH3:29])[CH3:28])=[O:25], predict the reaction product. The product is: [CH3:35][CH:34]([CH3:36])[CH2:33][C@H:32]([NH:31][C:24](=[O:25])[O:26][C:27]([CH3:30])([CH3:29])[CH3:28])[CH2:37][O:38][C:2]1[CH:3]=[CH:4][C:5]2[C:14]3[C:9](=[CH:10][N:11]=[CH:12][CH:13]=3)[C:8](=[O:15])[N:7]([CH3:16])[C:6]=2[CH:17]=1. (3) The product is: [CH3:29][C:30]1[CH:37]=[CH:36][C:33]([CH2:34][N:1]2[C:5](=[O:6])[CH2:4][N:3]3[C:7](=[O:10])[CH2:8][CH2:9][CH:2]23)=[CH:32][CH:31]=1. Given the reactants [NH:1]1[C:5](=[O:6])[CH2:4][N:3]2[C:7](=[O:10])[CH2:8][CH2:9][CH:2]12.CCN(P1(N(C)CCCN1C)=NC(C)(C)C)CC.[CH3:29][C:30]1[CH:37]=[CH:36][C:33]([CH2:34]Br)=[CH:32][CH:31]=1, predict the reaction product.